This data is from Peptide-MHC class I binding affinity with 185,985 pairs from IEDB/IMGT. The task is: Regression. Given a peptide amino acid sequence and an MHC pseudo amino acid sequence, predict their binding affinity value. This is MHC class I binding data. (1) The peptide sequence is IEEQVNKTM. The binding affinity (normalized) is 0.213. The MHC is HLA-B44:02 with pseudo-sequence HLA-B44:02. (2) The MHC is HLA-A02:01 with pseudo-sequence HLA-A02:01. The binding affinity (normalized) is 0.277. The peptide sequence is DLFMSHVKSV.